From a dataset of Buchwald-Hartwig C-N cross coupling reaction yields with 55,370 reactions. Predict the reaction yield, written as a fraction of the theoretical maximum amount of product (1.0 means a 100% yield; for example, 0.34 means a 34% yield). (1) The reactants are Ic1ccccn1.Cc1ccc(N)cc1.O=S(=O)(O[Pd]1c2ccccc2-c2ccccc2N~1)C(F)(F)F.CC(C)c1cc(C(C)C)c(-c2ccccc2P(C2CCCCC2)C2CCCCC2)c(C(C)C)c1.CCN=P(N=P(N(C)C)(N(C)C)N(C)C)(N(C)C)N(C)C.c1ccc(CN(Cc2ccccc2)c2ccno2)cc1. No catalyst specified. The product is Cc1ccc(Nc2ccccn2)cc1. The yield is 0.133. (2) The reactants are CCc1ccc(I)cc1.Cc1ccc(N)cc1.O=S(=O)(O[Pd]1c2ccccc2-c2ccccc2N~1)C(F)(F)F.CC(C)c1cc(C(C)C)c(-c2ccccc2P(C2CCCCC2)C2CCCCC2)c(C(C)C)c1.CN1CCCN2CCCN=C12.c1ccc(CN(Cc2ccccc2)c2ccon2)cc1. No catalyst specified. The product is CCc1ccc(Nc2ccc(C)cc2)cc1. The yield is 0.558.